This data is from Full USPTO retrosynthesis dataset with 1.9M reactions from patents (1976-2016). The task is: Predict the reactants needed to synthesize the given product. (1) Given the product [C:21]([N:17]1[C:18]2[C:13](=[CH:12][C:11]([C:9]([OH:10])=[O:8])=[CH:20][CH:19]=2)[C@H:14]([N:25]([C:32]2[CH:37]=[CH:36][C:35]([N:38]3[CH2:39][CH2:40][O:41][CH2:42][CH2:43]3)=[CH:34][CH:33]=2)[C:26](=[O:31])[C:27]([F:28])([F:30])[F:29])[CH2:15][C@@H:16]1[CH3:24])(=[O:23])[CH3:22], predict the reactants needed to synthesize it. The reactants are: C([O:8][C:9]([C:11]1[CH:12]=[C:13]2[C:18](=[CH:19][CH:20]=1)[N:17]([C:21](=[O:23])[CH3:22])[C@@H:16]([CH3:24])[CH2:15][C@H:14]2[N:25]([C:32]1[CH:37]=[CH:36][C:35]([N:38]2[CH2:43][CH2:42][O:41][CH2:40][CH2:39]2)=[CH:34][CH:33]=1)[C:26](=[O:31])[C:27]([F:30])([F:29])[F:28])=[O:10])C1C=CC=CC=1. (2) Given the product [Si:13]([O:30][CH2:31][CH2:32][O:33][CH2:34][C@H:35]([OH:40])[C:36]([NH:12][C:9]1[CH:8]=[CH:7][C:6]([CH3:5])=[CH:11][N:10]=1)=[O:37])([C:26]([CH3:29])([CH3:27])[CH3:28])([C:20]1[CH:25]=[CH:24][CH:23]=[CH:22][CH:21]=1)[C:14]1[CH:15]=[CH:16][CH:17]=[CH:18][CH:19]=1, predict the reactants needed to synthesize it. The reactants are: C[Al](C)C.[CH3:5][C:6]1[CH:7]=[CH:8][C:9]([NH2:12])=[N:10][CH:11]=1.[Si:13]([O:30][CH2:31][CH2:32][O:33][CH2:34][C@H:35]([OH:40])[C:36](OC)=[O:37])([C:26]([CH3:29])([CH3:28])[CH3:27])([C:20]1[CH:25]=[CH:24][CH:23]=[CH:22][CH:21]=1)[C:14]1[CH:19]=[CH:18][CH:17]=[CH:16][CH:15]=1. (3) Given the product [Br:13][C:14]1[CH:19]=[CH:18][C:17]([Cl:20])=[CH:16][C:15]=1[CH2:21][O:1][C:2]1[CH:11]=[C:10]2[C:5]([CH2:6][CH2:7][CH2:8][C:9]2=[O:12])=[CH:4][CH:3]=1, predict the reactants needed to synthesize it. The reactants are: [OH:1][C:2]1[CH:11]=[C:10]2[C:5]([CH2:6][CH2:7][CH2:8][C:9]2=[O:12])=[CH:4][CH:3]=1.[Br:13][C:14]1[CH:19]=[CH:18][C:17]([Cl:20])=[CH:16][C:15]=1[CH2:21]Br.CN(C)C(=O)C.C(=O)([O-])[O-].[K+].[K+].